From a dataset of Reaction yield outcomes from USPTO patents with 853,638 reactions. Predict the reaction yield, written as a fraction of the theoretical maximum amount of product (1.0 means a 100% yield; for example, 0.34 means a 34% yield). (1) The reactants are [CH2:1]([C:3]1[CH:4]=[N:5][CH:6]=[CH:7][C:8]=1[C:9]1[O:13][C:12](=[O:14])[N:11]([CH3:15])[N:10]=1)[CH3:2].C(OC(=O)C1C=CN=CC=1CC)C.C(C1C=[N+]([O-])C=CC=1C1OC(=O)N(C)N=1)C.OO.C(=O)([O-])[O-].[K+].[K+].C(Cl)[Cl:54]. The catalyst is C(O)(=O)C. The product is [Cl:54][C:6]1[CH:7]=[C:8]([C:9]2[O:13][C:12](=[O:14])[N:11]([CH3:15])[N:10]=2)[C:3]([CH2:1][CH3:2])=[CH:4][N:5]=1. The yield is 0.700. (2) The reactants are CO[C:3](=[O:25])[C:4]1[CH:9]=[CH:8][C:7]([O:10][CH2:11][C:12]2[C:13]([C:18]3[CH:23]=[CH:22][C:21]([Cl:24])=[CH:20][N:19]=3)=[N:14][O:15][C:16]=2[CH3:17])=[N:6][CH:5]=1.[NH:26]1[CH2:31][CH2:30][S:29][CH2:28][CH2:27]1. No catalyst specified. The product is [Cl:24][C:21]1[CH:22]=[CH:23][C:18]([C:13]2[C:12]([CH2:11][O:10][C:7]3[N:6]=[CH:5][C:4]([C:3]([N:26]4[CH2:31][CH2:30][S:29][CH2:28][CH2:27]4)=[O:25])=[CH:9][CH:8]=3)=[C:16]([CH3:17])[O:15][N:14]=2)=[N:19][CH:20]=1. The yield is 0.590. (3) The reactants are [CH2:1]([N:3]1[C:12]2[C:7](=[CH:8][C:9]([O:23][CH2:24][C:25]3[CH:30]=[CH:29][C:28]([O:31][CH3:32])=[CH:27][CH:26]=3)=[C:10]([O:13][CH2:14][C:15]3[CH:20]=[CH:19][C:18]([O:21][CH3:22])=[CH:17][CH:16]=3)[CH:11]=2)[C:6](=[O:33])[C:5]([C:34](O)=[O:35])=[N:4]1)[CH3:2].C(N(CC)CC)C.ClC(OCC)=O.[BH4-].[Na+]. The catalyst is O1CCCC1.C(O)C. The product is [CH2:1]([N:3]1[C:12]2[C:7](=[CH:8][C:9]([O:23][CH2:24][C:25]3[CH:26]=[CH:27][C:28]([O:31][CH3:32])=[CH:29][CH:30]=3)=[C:10]([O:13][CH2:14][C:15]3[CH:20]=[CH:19][C:18]([O:21][CH3:22])=[CH:17][CH:16]=3)[CH:11]=2)[C:6](=[O:33])[C:5]([CH2:34][OH:35])=[N:4]1)[CH3:2]. The yield is 0.790. (4) The reactants are [CH3:1][C:2]1[N:3]=[C:4]2[CH:9]=[CH:8][CH:7]=[C:6]([CH2:10][NH:11][CH2:12][CH2:13][CH2:14][CH2:15][NH:16][S:17]([C:20]([F:23])([F:22])[F:21])(=[O:19])=[O:18])[N:5]2[CH:24]=1.[CH2:25]=O. The catalyst is C(O)(=O)C. The product is [CH3:1][C:2]1[N:3]=[C:4]2[N:5]3[C:6]([CH2:10][N:11]([CH2:12][CH2:13][CH2:14][CH2:15][NH:16][S:17]([C:20]([F:21])([F:22])[F:23])(=[O:19])=[O:18])[CH2:25][C:24]=13)=[CH:7][CH:8]=[CH:9]2. The yield is 0.720. (5) The reactants are [Cl:1][C:2]1[CH:3]=[CH:4][C:5]([NH:8][C:9](=[O:31])[C:10]2[CH:15]=[CH:14][C:13]([C:16]([O:18]C)=[O:17])=[CH:12][C:11]=2[NH:20][CH2:21][CH:22]2[CH2:27][CH2:26][N:25]([CH:28]([CH3:30])[CH3:29])[CH2:24][CH2:23]2)=[N:6][CH:7]=1.O1CCCC1.[OH-].[Li+].Cl. The catalyst is O. The product is [ClH:1].[C:16]([C:13]1[CH:14]=[CH:15][C:10]([C:9]([NH:8][C:5]2[CH:4]=[CH:3][C:2]([Cl:1])=[CH:7][N:6]=2)=[O:31])=[C:11]([NH:20][CH2:21][CH:22]2[CH2:27][CH2:26][N:25]([CH:28]([CH3:30])[CH3:29])[CH2:24][CH2:23]2)[CH:12]=1)([OH:18])=[O:17]. The yield is 0.300. (6) The reactants are [C:1]([O:5][C:6](=[O:23])[NH:7][C:8]1[CH:13]=[CH:12][C:11]([Cl:14])=[C:10]([O:15][Si](C(C)(C)C)(C)C)[CH:9]=1)([CH3:4])([CH3:3])[CH3:2].[Li]C(C)(C)C.C[CH2:30][O:31]CC.C(#N)C.C(=O)=O. The catalyst is CN(C=O)C. The product is [C:1]([O:5][C:6](=[O:23])[NH:7][C:8]1[CH:9]=[C:10]([OH:15])[C:11]([Cl:14])=[CH:12][C:13]=1[CH:30]=[O:31])([CH3:2])([CH3:3])[CH3:4]. The yield is 0.630. (7) The reactants are [Br:1][C:2]1[N:3]([CH:21]([CH3:23])[CH3:22])[C:4]([CH:12]([C:14]2[CH:19]=[CH:18][C:17]([Cl:20])=[CH:16][CH:15]=2)O)=[C:5]([C:7]([O:9][CH2:10][CH3:11])=[O:8])[N:6]=1.CS(OS(C)(=O)=O)(=O)=O.[CH3:33][N:34]1[C:38]2=[N:39][C:40]([NH2:44])=[CH:41][C:42]([CH3:43])=[C:37]2[N:36]=[N:35]1. The catalyst is C(Cl)Cl. The product is [Br:1][C:2]1[N:3]([CH:21]([CH3:23])[CH3:22])[C:4]([CH:12]([C:14]2[CH:19]=[CH:18][C:17]([Cl:20])=[CH:16][CH:15]=2)[NH:44][C:40]2[N:39]=[C:38]3[N:34]([CH3:33])[N:35]=[N:36][C:37]3=[C:42]([CH3:43])[CH:41]=2)=[C:5]([C:7]([O:9][CH2:10][CH3:11])=[O:8])[N:6]=1. The yield is 0.310.